This data is from Forward reaction prediction with 1.9M reactions from USPTO patents (1976-2016). The task is: Predict the product of the given reaction. (1) Given the reactants [C:1]([C:5]1[CH:10]=[CH:9][C:8]([S:11]([NH:14][C:15]2[CH:16]=[C:17]3[C:21](=[CH:22][CH:23]=2)[NH:20][C:19]([C:24]([OH:26])=O)=[C:18]3[C:27]2[CH:32]=[CH:31][CH:30]=[CH:29][CH:28]=2)(=[O:13])=[O:12])=[CH:7][CH:6]=1)([CH3:4])([CH3:3])[CH3:2].[CH2:33]([CH2:35][NH2:36])[OH:34], predict the reaction product. The product is: [OH:34][CH2:33][CH2:35][NH:36][C:24]([C:19]1[NH:20][C:21]2[C:17]([C:18]=1[C:27]1[CH:28]=[CH:29][CH:30]=[CH:31][CH:32]=1)=[CH:16][C:15]([NH:14][S:11]([C:8]1[CH:9]=[CH:10][C:5]([C:1]([CH3:2])([CH3:3])[CH3:4])=[CH:6][CH:7]=1)(=[O:12])=[O:13])=[CH:23][CH:22]=2)=[O:26]. (2) Given the reactants [CH2:1]([C:3]1[O:4][C:5]([C:9]([NH:11][C:12]2[CH:17]=[CH:16][C:15]([C:18]3[CH:23]=[CH:22][C:21]([C:24]45[CH2:31][CH2:30][C:27]([CH2:32][C:33]([O:35]C)=[O:34])([CH2:28][CH2:29]4)[CH2:26][O:25]5)=[CH:20][CH:19]=3)=[CH:14][CH:13]=2)=[O:10])=[C:6]([CH3:8])[N:7]=1)[CH3:2].O.[OH-].[Li+].O1CCCC1.C(O)C, predict the reaction product. The product is: [CH2:1]([C:3]1[O:4][C:5]([C:9]([NH:11][C:12]2[CH:13]=[CH:14][C:15]([C:18]3[CH:23]=[CH:22][C:21]([C:24]45[CH2:29][CH2:28][C:27]([CH2:32][C:33]([OH:35])=[O:34])([CH2:30][CH2:31]4)[CH2:26][O:25]5)=[CH:20][CH:19]=3)=[CH:16][CH:17]=2)=[O:10])=[C:6]([CH3:8])[N:7]=1)[CH3:2].